From a dataset of Choline transporter screen with 302,306 compounds. Binary Classification. Given a drug SMILES string, predict its activity (active/inactive) in a high-throughput screening assay against a specified biological target. (1) The drug is S(=O)(=O)(CC=1NC(=O)NC(C1C(OC)=O)c1cc(OC)c(OC)cc1)c1ccccc1. The result is 0 (inactive). (2) The compound is S\1C(=S)N(CCCC(=O)Nc2noc(c2)C)C(=O)C1=C\c1sccc1. The result is 0 (inactive). (3) The result is 0 (inactive). The molecule is Clc1ccc(c2nn(CC(O)=O)c(=O)cc2)cc1. (4) The drug is O(Cn1nnc2c(c1=O)cccc2)C(=O)Cc1cc(ccc1)C. The result is 0 (inactive). (5) The drug is O=C(Nc1ccc(C(C)C)cc1)NCc1cccnc1. The result is 0 (inactive). (6) The molecule is S=C(N1CC(CC1)c1ccc(cc1)C)Nc1cc(ccc1)C. The result is 0 (inactive). (7) The compound is OCCC1N(CCN(C1)Cc1ccc(cc1)C#CCCO)CCC(C)C. The result is 0 (inactive).